This data is from Forward reaction prediction with 1.9M reactions from USPTO patents (1976-2016). The task is: Predict the product of the given reaction. (1) Given the reactants [CH:1]([N:14]1[CH2:17][CH:16]([OH:18])[CH2:15]1)([C:8]1[CH:13]=[CH:12][CH:11]=[CH:10][CH:9]=1)[C:2]1[CH:7]=[CH:6][CH:5]=[CH:4][CH:3]=1.[F:19][C:20]([F:37])([F:36])[C:21]1[CH:34]=[C:33](Cl)[CH:32]=[CH:31][C:22]=1[CH:23](O)[C:24]1[CH:29]=[CH:28][CH:27]=[CH:26][CH:25]=1.C(N1CC(OC(C2C=CC(Cl)=CC=2)C2C=CC([Cl:63])=CC=2Cl)C1)(C1C=CC=CC=1)C1C=CC=CC=1, predict the reaction product. The product is: [CH:1]([N:14]1[CH2:17][CH:16]([O:18][CH:23]([C:24]2[CH:29]=[CH:28][C:27]([Cl:63])=[CH:26][CH:25]=2)[C:22]2[CH:31]=[CH:32][CH:33]=[CH:34][C:21]=2[C:20]([F:37])([F:36])[F:19])[CH2:15]1)([C:8]1[CH:13]=[CH:12][CH:11]=[CH:10][CH:9]=1)[C:2]1[CH:3]=[CH:4][CH:5]=[CH:6][CH:7]=1. (2) Given the reactants [CH2:1]([S:3][C:4]1[CH:9]=[CH:8][C:7]([C:10]2[CH:15]=[C:14]([C:16]([F:19])([F:18])[F:17])[CH:13]=[CH:12][C:11]=2[CH2:20][CH2:21][C:22]([O:24][CH3:25])=[O:23])=[C:6](C)[CH:5]=1)C.CC1(C)C(C)(C)OB(C2C=CC(SC)=C([C:43]([F:46])([F:45])[F:44])C=2)O1, predict the reaction product. The product is: [CH3:1][S:3][C:4]1[CH:9]=[CH:8][C:7]([C:10]2[CH:15]=[C:14]([C:16]([F:18])([F:19])[F:17])[CH:13]=[CH:12][C:11]=2[CH2:20][CH2:21][C:22]([O:24][CH3:25])=[O:23])=[CH:6][C:5]=1[C:43]([F:46])([F:45])[F:44]. (3) Given the reactants [Cl:1][C:2]1[CH:3]=[C:4]([C:24](N(OC)C)=[O:25])[C:5]([C:17]2[CH:22]=[CH:21][CH:20]=[C:19]([F:23])[CH:18]=2)=[C:6](/[N:10]=[N:11]/[N:12]([CH2:15][CH3:16])[CH2:13][CH3:14])[C:7]=1[C:8]#[CH:9].[CH3:30][Mg]Cl.Cl, predict the reaction product. The product is: [Cl:1][C:2]1[C:7]([C:8]#[CH:9])=[C:6](/[N:10]=[N:11]/[N:12]([CH2:15][CH3:16])[CH2:13][CH3:14])[C:5]([C:17]2[CH:22]=[CH:21][CH:20]=[C:19]([F:23])[CH:18]=2)=[C:4]([C:24](=[O:25])[CH3:30])[CH:3]=1. (4) Given the reactants CC(C)([O-])C.[Na+].[C:7](=[NH:20])([C:14]1[CH:19]=[CH:18][CH:17]=[CH:16][CH:15]=1)[C:8]1[CH:13]=[CH:12][CH:11]=[CH:10][CH:9]=1.[Cl:21][C:22]1[CH:27]=[C:26]([CH3:28])[CH:25]=[C:24](Cl)[N:23]=1, predict the reaction product. The product is: [Cl:21][C:22]1[N:23]=[C:24]([N:20]=[C:7]([C:14]2[CH:15]=[CH:16][CH:17]=[CH:18][CH:19]=2)[C:8]2[CH:13]=[CH:12][CH:11]=[CH:10][CH:9]=2)[CH:25]=[C:26]([CH3:28])[CH:27]=1. (5) The product is: [C:1]([O:6][C@@H:7]1[C@@H:15]([CH3:16])[C:14](=[O:18])[O:13][CH2:12][C@H:11]([NH:19][C:20]([O:22][C:23]([CH3:25])([CH3:24])[CH3:26])=[O:21])[C:10](=[O:27])[O:9][C@H:8]1[CH3:28])(=[O:5])[CH:2]([CH3:4])[CH3:3]. Given the reactants [C:1]([O:6][C@@H:7]1[C@@H:15]([CH2:16]Br)[C:14](=[O:18])[O:13][CH2:12][C@H:11]([NH:19][C:20]([O:22][C:23]([CH3:26])([CH3:25])[CH3:24])=[O:21])[C:10](=[O:27])[O:9][C@H:8]1[CH3:28])(=[O:5])[CH:2]([CH3:4])[CH3:3].CCCC[SnH](CCCC)CCCC, predict the reaction product. (6) Given the reactants [F:1][C:2]1[CH:35]=[C:34]([F:36])[CH:33]=[CH:32][C:3]=1[O:4][C:5]1[C:19]([O:20][C:21]2[CH:22]=[N:23][C:24]([S:27]([CH2:30][CH3:31])(=[O:29])=[O:28])=[CH:25][CH:26]=2)=[CH:18][C:8]2[NH:9][C:10]([C:12]3[CH:17]=C[CH:15]=[CH:14][N:13]=3)=[N:11][C:7]=2[CH:6]=1.[N:37]1C=CN=CC=1C(O)=O, predict the reaction product. The product is: [F:1][C:2]1[CH:35]=[C:34]([F:36])[CH:33]=[CH:32][C:3]=1[O:4][C:5]1[C:19]([O:20][C:21]2[CH:22]=[N:23][C:24]([S:27]([CH2:30][CH3:31])(=[O:28])=[O:29])=[CH:25][CH:26]=2)=[CH:18][C:8]2[NH:9][C:10]([C:12]3[CH:17]=[N:37][CH:15]=[CH:14][N:13]=3)=[N:11][C:7]=2[CH:6]=1.